This data is from Peptide-MHC class II binding affinity with 134,281 pairs from IEDB. The task is: Regression. Given a peptide amino acid sequence and an MHC pseudo amino acid sequence, predict their binding affinity value. This is MHC class II binding data. (1) The peptide sequence is VLDILTANKLIRQKL. The MHC is DRB1_1501 with pseudo-sequence DRB1_1501. The binding affinity (normalized) is 0.312. (2) The peptide sequence is TIGTSVEESEMFMPR. The MHC is HLA-DQA10303-DQB10402 with pseudo-sequence HLA-DQA10303-DQB10402. The binding affinity (normalized) is 0.494. (3) The peptide sequence is QNLARTISEAGQAMA. The MHC is DRB1_0401 with pseudo-sequence DRB1_0401. The binding affinity (normalized) is 0.332. (4) The peptide sequence is YDKFLANVSTVLTSK. The MHC is DRB1_0802 with pseudo-sequence DRB1_0802. The binding affinity (normalized) is 0.850.